Dataset: Reaction yield outcomes from USPTO patents with 853,638 reactions. Task: Predict the reaction yield, written as a fraction of the theoretical maximum amount of product (1.0 means a 100% yield; for example, 0.34 means a 34% yield). (1) The reactants are [CH:1]1[C:10]2[C:5](=[CH:6][CH:7]=[CH:8][CH:9]=2)[CH:4]=[CH:3][C:2]=1[C:11]1([C:17](O)=O)[CH2:16][CH2:15][CH2:14][CH2:13][CH2:12]1.[CH3:20][NH:21][CH3:22]. No catalyst specified. The product is [CH3:20][N:21]([CH3:22])[CH2:17][C:11]1([C:2]2[CH:3]=[CH:4][C:5]3[C:10](=[CH:9][CH:8]=[CH:7][CH:6]=3)[CH:1]=2)[CH2:16][CH2:15][CH2:14][CH2:13][CH2:12]1. The yield is 0.110. (2) The reactants are [F:1][C:2]1([C:9]2[CH:14]=[CH:13][C:12]([C:15]3[CH2:19][C:18]([C:24]4[CH:29]=[C:28]([Cl:30])[C:27]([Cl:31])=[C:26]([Cl:32])[CH:25]=4)([C:20]([F:23])([F:22])[F:21])[O:17][N:16]=3)=[CH:11][CH:10]=2)[CH2:5][CH:4]([C:6]([OH:8])=O)[CH2:3]1.C(Cl)(=O)C(Cl)=O.[CH3:39][NH:40][CH3:41]. The catalyst is C(Cl)Cl.C1COCC1. The product is [CH3:39][N:40]([CH3:41])[C:6]([CH:4]1[CH2:5][C:2]([F:1])([C:9]2[CH:10]=[CH:11][C:12]([C:15]3[CH2:19][C:18]([C:24]4[CH:25]=[C:26]([Cl:32])[C:27]([Cl:31])=[C:28]([Cl:30])[CH:29]=4)([C:20]([F:23])([F:22])[F:21])[O:17][N:16]=3)=[CH:13][CH:14]=2)[CH2:3]1)=[O:8]. The yield is 0.290. (3) The product is [Br:1][C:2]1[CH:10]=[C:6]2[C:5]([O:11][C:12]3[C:13]([F:20])=[C:14]([F:19])[C:15]([I:18])=[CH:16][C:17]=3[C:7]2=[O:9])=[CH:4][CH:3]=1. The reactants are [Br:1][C:2]1[CH:3]=[CH:4][C:5]([O:11][C:12]2[CH:17]=[CH:16][C:15]([I:18])=[C:14]([F:19])[C:13]=2[F:20])=[C:6]([CH:10]=1)[C:7]([OH:9])=O.S(=O)(=O)(O)O. The yield is 0.930. No catalyst specified. (4) The reactants are [Si]([O:8][C:9]1[C:10]([F:21])=[C:11]([CH:18]=[CH:19][CH:20]=1)[CH2:12][N:13]1[CH2:17][CH2:16][CH2:15][CH2:14]1)(C(C)(C)C)(C)C.[F-].[K+]. The catalyst is CO. The product is [F:21][C:10]1[C:11]([CH2:12][N:13]2[CH2:17][CH2:16][CH2:15][CH2:14]2)=[CH:18][CH:19]=[CH:20][C:9]=1[OH:8]. The yield is 0.780.